This data is from hERG Central: cardiac toxicity at 1µM, 10µM, and general inhibition. The task is: Predict hERG channel inhibition at various concentrations. (1) The compound is CCOC(=O)c1nc2cc3n(c(CC(C)C)c-2c1C)CC(C)=C3C.Cl. Results: hERG_inhib (hERG inhibition (general)): blocker. (2) Results: hERG_inhib (hERG inhibition (general)): blocker. The molecule is Cc1ccc(S(=O)(=O)N2CCCN(C(=O)c3ccc(-n4cccn4)cc3)CC2)cc1. (3) The drug is COc1ccccc1C(=O)N/N=C/C(C)=C/c1ccccc1. Results: hERG_inhib (hERG inhibition (general)): blocker. (4) The compound is COc1ccc(CNc2nc3ccccc3n2CCN2CCCCC2)cc1. Results: hERG_inhib (hERG inhibition (general)): blocker. (5) The molecule is N=c1c(C(=O)NC2CCCC2)cc2c(=O)n3ccccc3nc2n1CCCN1CCOCC1. Results: hERG_inhib (hERG inhibition (general)): blocker. (6) The molecule is CN1CCN(C(=O)/C(=C/c2ccc([N+](=O)[O-])cc2)NC(=O)c2ccccc2)CC1. Results: hERG_inhib (hERG inhibition (general)): blocker. (7) The molecule is COC(=O)CN1C(c2ccccc2)=Nc2ccc(Cl)cc2C1c1ccccc1. Results: hERG_inhib (hERG inhibition (general)): blocker.